This data is from Full USPTO retrosynthesis dataset with 1.9M reactions from patents (1976-2016). The task is: Predict the reactants needed to synthesize the given product. Given the product [CH3:1][O:2][C:3]([C:5]1[N:6]=[C:7]2[C:22]([CH3:23])=[N:21][O:20][C:8]2=[C:9]([F:19])[C:10]=1[NH:11][C:12]1[CH:17]=[CH:16][CH:15]=[CH:14][C:13]=1[F:18])=[O:4], predict the reactants needed to synthesize it. The reactants are: [CH3:1][O:2][C:3]([C:5]1[C:10]([NH:11][C:12]2[CH:17]=[CH:16][CH:15]=[CH:14][C:13]=2[F:18])=[C:9]([F:19])[C:8]([O:20][N:21]=[C:22](C)[CH3:23])=[C:7](C(=O)C)[N:6]=1)=[O:4].